This data is from Catalyst prediction with 721,799 reactions and 888 catalyst types from USPTO. The task is: Predict which catalyst facilitates the given reaction. (1) Reactant: C(N(CC)CC)C.[CH3:8][N:9]1[CH2:14][CH2:13][NH:12][CH2:11][CH2:10]1.[N+:15]([C:18]1[CH:23]=[CH:22][C:21]([NH:24][C:25](=[O:28])[CH:26]=[CH2:27])=[CH:20][CH:19]=1)([O-:17])=[O:16]. Product: [CH3:8][N:9]1[CH2:14][CH2:13][N:12]([CH2:27][CH2:26][C:25]([NH:24][C:21]2[CH:22]=[CH:23][C:18]([N+:15]([O-:17])=[O:16])=[CH:19][CH:20]=2)=[O:28])[CH2:11][CH2:10]1. The catalyst class is: 1. (2) Reactant: [NH:1]1[CH:5]=[CH:4][N:3]=[C:2]1[CH:6]=[O:7].[C:8]([O:12][C:13](=[O:16])[CH2:14]Br)([CH3:11])([CH3:10])[CH3:9].C(=O)([O-])[O-].[K+].[K+].[I-].[K+]. Product: [CH:6]([C:2]1[N:1]([CH2:14][C:13]([O:12][C:8]([CH3:11])([CH3:10])[CH3:9])=[O:16])[CH:5]=[CH:4][N:3]=1)=[O:7]. The catalyst class is: 3.